This data is from Full USPTO retrosynthesis dataset with 1.9M reactions from patents (1976-2016). The task is: Predict the reactants needed to synthesize the given product. (1) Given the product [OH:8][CH2:7][C:6]1[CH:5]=[C:4]([CH2:3][OH:2])[CH:13]=[C:12]([I:14])[CH:11]=1, predict the reactants needed to synthesize it. The reactants are: C[O:2][C:3](=O)[C:4]1[CH:13]=[C:12]([I:14])[CH:11]=[C:6]([C:7](OC)=[O:8])[CH:5]=1.[Cl-].[Cl-].[Ca+2].[BH4-].[Na+].Cl. (2) Given the product [C:1]([O:5][C:6]([N:8]1[CH2:12][CH2:11][CH:10]([N:13]([S:23]([CH3:22])(=[O:25])=[O:24])[CH3:14])[CH2:9]1)=[O:7])([CH3:4])([CH3:3])[CH3:2], predict the reactants needed to synthesize it. The reactants are: [C:1]([O:5][C:6]([N:8]1[CH2:12][CH2:11][CH:10]([NH:13][CH3:14])[CH2:9]1)=[O:7])([CH3:4])([CH3:3])[CH3:2].C(N(CC)CC)C.[CH3:22][S:23](Cl)(=[O:25])=[O:24]. (3) Given the product [CH2:1]1[C:9]2[C:4](=[CH:5][CH:6]=[CH:7][CH:8]=2)[CH2:3][CH:2]1[C@H:10]1[NH:15][C:14](=[O:16])[C@@H:13]([C@@H:17]([CH3:20])[CH2:18][CH3:19])[N:12]([CH:21]([C:39]2[CH:40]=[N:41][C:42]([CH3:46])=[CH:43][C:44]=2[CH3:45])[C:22]([NH:24][C:25]2[CH:30]=[CH:29][CH:28]=[CH:27][C:26]=2[OH:31])=[O:23])[C:11]1=[O:47], predict the reactants needed to synthesize it. The reactants are: [CH2:1]1[C:9]2[C:4](=[CH:5][CH:6]=[CH:7][CH:8]=2)[CH2:3][CH:2]1[C@H:10]1[NH:15][C:14](=[O:16])[C@@H:13]([C@@H:17]([CH3:20])[CH2:18][CH3:19])[N:12]([CH:21]([C:39]2[CH:40]=[N:41][C:42]([CH3:46])=[CH:43][C:44]=2[CH3:45])[C:22]([NH:24][C:25]2[CH:30]=[CH:29][CH:28]=[CH:27][C:26]=2[O:31]CC2C=CC=CC=2)=[O:23])[C:11]1=[O:47]. (4) The reactants are: [CH3:1][N:2]([C:10]1[N:15]=[CH:14][C:13]([C:16]2[CH:21]=[C:20]([O:22][C:23]3[CH:24]=[N:25][C:26]([N+:29]([O-])=O)=[CH:27][CH:28]=3)[CH:19]=[CH:18][N:17]=2)=[CH:12][CH:11]=1)[C:3](=[O:9])[O:4][C:5]([CH3:8])([CH3:7])[CH3:6]. Given the product [NH2:29][C:26]1[N:25]=[CH:24][C:23]([O:22][C:20]2[CH:19]=[CH:18][N:17]=[C:16]([C:13]3[CH:14]=[N:15][C:10]([N:2]([CH3:1])[C:3](=[O:9])[O:4][C:5]([CH3:6])([CH3:7])[CH3:8])=[CH:11][CH:12]=3)[CH:21]=2)=[CH:28][CH:27]=1, predict the reactants needed to synthesize it. (5) Given the product [ClH:35].[F:1][C:2]1[CH:7]=[C:6]([F:8])[CH:5]=[CH:4][C:3]=1[C:9]1[NH:13][C:12]([C:14]([CH3:18])([CH3:17])[CH2:15][OH:16])=[N:11][C:10]=1[C:19]1[N:24]=[C:23]2[O:25][C:26]([NH:28][C@@H:29]([CH3:34])[CH2:30][CH2:31][O:32][CH3:33])=[N:27][C:22]2=[CH:21][CH:20]=1, predict the reactants needed to synthesize it. The reactants are: [F:1][C:2]1[CH:7]=[C:6]([F:8])[CH:5]=[CH:4][C:3]=1[C:9]1[NH:13][C:12]([C:14]([CH3:18])([CH3:17])[CH2:15][OH:16])=[N:11][C:10]=1[C:19]1[N:24]=[C:23]2[O:25][C:26]([NH:28][C@@H:29]([CH3:34])[CH2:30][CH2:31][O:32][CH3:33])=[N:27][C:22]2=[CH:21][CH:20]=1.[ClH:35].O1CCOCC1. (6) Given the product [CH3:11][N:8]1[CH:7]=[C:6]2[C:10]([C:2]([C:13]#[N:14])=[CH:3][CH:4]=[C:5]2[CH3:12])=[N:9]1, predict the reactants needed to synthesize it. The reactants are: Br[C:2]1[C:10]2[C:6](=[CH:7][N:8]([CH3:11])[N:9]=2)[C:5]([CH3:12])=[CH:4][CH:3]=1.[C:13]([Cu])#[N:14].O. (7) The reactants are: [Cl:1][C:2]1[C:6]([Cl:7])=[C:5]([CH3:8])[NH:4][C:3]=1[C:9]([NH:11][C@@H:12]1[CH2:17][CH2:16][N:15](C(OCC2C=CC=CC=2)=O)[CH2:14][C@@H:13]1[N:28]1[CH:32]=[CH:31][N:30]=[N:29]1)=[O:10].[BrH:33].CC(O)=O. Given the product [BrH:33].[Cl:1][C:2]1[C:6]([Cl:7])=[C:5]([CH3:8])[NH:4][C:3]=1[C:9]([NH:11][C@@H:12]1[CH2:17][CH2:16][NH:15][CH2:14][C@@H:13]1[N:28]1[CH:32]=[CH:31][N:30]=[N:29]1)=[O:10], predict the reactants needed to synthesize it. (8) The reactants are: [Cl:1][C:2]1[CH:9]=[C:8]([S:10][CH2:11][CH3:12])[C:7]([N+:13]([O-])=O)=[CH:6][C:3]=1[C:4]#[N:5].ClC1C=CC(S(C2CC2)(=O)=O)=C(C=1)N. Given the product [NH2:13][C:7]1[C:8]([S:10][CH2:11][CH3:12])=[CH:9][C:2]([Cl:1])=[C:3]([CH:6]=1)[C:4]#[N:5], predict the reactants needed to synthesize it.